Dataset: Catalyst prediction with 721,799 reactions and 888 catalyst types from USPTO. Task: Predict which catalyst facilitates the given reaction. Reactant: [OH:1][NH:2][C:3](=[O:22])[C:4]([CH2:19][CH:20]=[CH2:21])([S:8]([C:11]1[CH:16]=[CH:15][C:14]([O:17][CH3:18])=[CH:13][CH:12]=1)(=[O:10])=[O:9])[CH:5]=[CH:6][CH3:7]. Product: [OH:1][NH:2][C:3](=[O:22])[C:4]([S:8]([C:11]1[CH:16]=[CH:15][C:14]([O:17][CH3:18])=[CH:13][CH:12]=1)(=[O:9])=[O:10])([CH2:19][CH2:20][CH3:21])[CH2:5][CH2:6][CH3:7]. The catalyst class is: 19.